Dataset: Forward reaction prediction with 1.9M reactions from USPTO patents (1976-2016). Task: Predict the product of the given reaction. Given the reactants [Cl-].[Al+3].[Cl-].[Cl-].[Br:5][C:6]1[CH:7]=[C:8]2[C:12](=[N:13][CH:14]=1)[NH:11][CH:10]=[CH:9]2.[Cl:15][C:16]([Cl:21])([Cl:20])[C:17](Cl)=[O:18], predict the reaction product. The product is: [Br:5][C:6]1[CH:7]=[C:8]2[C:9]([C:17](=[O:18])[C:16]([Cl:21])([Cl:20])[Cl:15])=[CH:10][NH:11][C:12]2=[N:13][CH:14]=1.